The task is: Predict the reactants needed to synthesize the given product.. This data is from Retrosynthesis with 50K atom-mapped reactions and 10 reaction types from USPTO. (1) Given the product CSc1nccc(C=O)n1, predict the reactants needed to synthesize it. The reactants are: COC(OC)c1ccnc(SC)n1. (2) Given the product CC[C@H](C)[C@@H]([C@@H](CC(=O)N1CCC[C@H]1[C@H](OC)[C@@H](C)C(=O)N[C@@H](Cc1ccccc1)CS(=O)(=O)Cc1ccccc1)OC)N(C)C(=O)[C@@H](NC(=O)[C@H](C(C)C)N(C)CCCC(=O)NNC(=O)CCCCCN1C(=O)C=CC1=O)C(C)C, predict the reactants needed to synthesize it. The reactants are: CC[C@H](C)[C@@H]([C@@H](CC(=O)N1CCC[C@H]1[C@H](OC)[C@@H](C)C(=O)N[C@@H](Cc1ccccc1)CS(=O)(=O)Cc1ccccc1)OC)N(C)C(=O)[C@@H](NC(=O)[C@H](C(C)C)N(C)CCCC(=O)O)C(C)C.NNC(=O)CCCCCN1C(=O)C=CC1=O. (3) Given the product Cc1nc(NC(=O)c2cnn3c(C(F)(F)F)cc(-c4ccc(C(F)(F)F)cc4)nc23)sc1S(=O)(=O)NC(C)(CO)CO, predict the reactants needed to synthesize it. The reactants are: Cc1nc(N)sc1S(=O)(=O)NC(C)(CO)CO.O=C(O)c1cnn2c(C(F)(F)F)cc(-c3ccc(C(F)(F)F)cc3)nc12. (4) Given the product C[Si](C)(C)CCOCn1ccnc1CN(Cc1nccn1COCC[Si](C)(C)C)C(=O)c1ccc(CN(CCCCN)C(=O)OCc2ccccc2)cc1, predict the reactants needed to synthesize it. The reactants are: CC(C)(C)OC(=O)NCCCCN(Cc1ccc(C(=O)N(Cc2nccn2COCC[Si](C)(C)C)Cc2nccn2COCC[Si](C)(C)C)cc1)C(=O)OCc1ccccc1. (5) Given the product CCOC(=O)CN1C(=O)/C(=C/c2ccc(-c3cccc(I)c3)o2)NC1=S, predict the reactants needed to synthesize it. The reactants are: CCOC(=O)CN1C(=O)CNC1=S.O=Cc1ccc(-c2cccc(I)c2)o1.